From a dataset of Full USPTO retrosynthesis dataset with 1.9M reactions from patents (1976-2016). Predict the reactants needed to synthesize the given product. (1) Given the product [OH:14][C:11]1[CH:12]=[CH:13][C:8]([C:6]2[N:7]=[C:2]([NH:15][C:16]3[CH:17]=[C:18]([CH:22]=[CH:23][C:24]=3[O:25][CH3:26])[C:19]([OH:21])=[O:20])[CH:3]=[N:4][CH:5]=2)=[CH:9][CH:10]=1, predict the reactants needed to synthesize it. The reactants are: Cl[C:2]1[N:7]=[C:6]([C:8]2[CH:13]=[CH:12][C:11]([OH:14])=[CH:10][CH:9]=2)[CH:5]=[N:4][CH:3]=1.[NH2:15][C:16]1[CH:17]=[C:18]([CH:22]=[CH:23][C:24]=1[O:25][CH3:26])[C:19]([OH:21])=[O:20].CC1(C)C2C(=C(P(C3C=CC=CC=3)C3C=CC=CC=3)C=CC=2)OC2C(P(C3C=CC=CC=3)C3C=CC=CC=3)=CC=CC1=2. (2) Given the product [CH3:1][C:2]1([N:8]2[CH2:13][CH2:12][CH:11]([N:14]3[C@H:18]4[CH2:19][CH2:20][CH2:21][CH2:22][C@@H:17]4[NH:16][C:15]3=[O:23])[CH2:10][CH2:9]2)[CH2:7][CH2:6][N:5]([C:24](=[O:27])[CH2:25][CH3:26])[CH2:4][CH2:3]1, predict the reactants needed to synthesize it. The reactants are: [CH3:1][C:2]1([N:8]2[CH2:13][CH2:12][CH:11]([N:14]3[C@H:18]4[CH2:19][CH2:20][CH2:21][CH2:22][C@@H:17]4[NH:16][C:15]3=[O:23])[CH2:10][CH2:9]2)[CH2:7][CH2:6][NH:5][CH2:4][CH2:3]1.[C:24](Cl)(=[O:27])[CH2:25][CH3:26]. (3) Given the product [CH3:61][C:60]([CH3:63])([CH3:62])[C:59]([N:57]([CH3:58])[C:54]1[CH:55]=[CH:56][C:51]([O:50][C:44]2[CH:43]=[C:42]([CH2:41][C:40]([OH:72])=[O:39])[CH:47]=[CH:46][C:45]=2[O:48][CH3:49])=[C:52]([CH2:65][S:66][CH2:67][C:68]([F:70])([F:69])[F:71])[CH:53]=1)=[O:64], predict the reactants needed to synthesize it. The reactants are: CC(C)(C)C(NC1C=CC(OC2C=C(CC(O)=O)C=CC=2OC)=C(CSCC(F)(F)F)C=1)=O.IC.[H-].[Na+].C[O:39][C:40](=[O:72])[CH2:41][C:42]1[CH:47]=[CH:46][C:45]([O:48][CH3:49])=[C:44]([O:50][C:51]2[CH:56]=[CH:55][C:54]([N:57]([C:59](=[O:64])[C:60]([CH3:63])([CH3:62])[CH3:61])[CH3:58])=[CH:53][C:52]=2[CH2:65][S:66][CH2:67][C:68]([F:71])([F:70])[F:69])[CH:43]=1.[OH-].[Li+]. (4) Given the product [F:19][C:20]([F:33])([F:32])[C:2]1[CH:3]=[C:4]2[C:9](=[O:10])[N:8]([CH2:11][CH2:12][C:13]([F:16])([F:15])[F:14])[C:6](=[O:7])[C:5]2=[CH:17][CH:18]=1, predict the reactants needed to synthesize it. The reactants are: Cl[C:2]1[CH:3]=[C:4]2[C:9](=[O:10])[N:8]([CH2:11][CH2:12][C:13]([F:16])([F:15])[F:14])[C:6](=[O:7])[C:5]2=[CH:17][CH:18]=1.[F:19][C:20]([F:33])([F:32])C1C=C2C(=O)OC(=O)C2=CC=1. (5) Given the product [NH:6]1[C:5]2[CH:9]=[CH:10][C:2]([N:1]3[CH:14]([C:13]4[CH:16]=[CH:17][CH:18]=[CH:19][C:12]=4[Cl:11])[CH2:27][NH:26][C:31]3=[O:32])=[CH:3][C:4]=2[N:8]=[CH:7]1, predict the reactants needed to synthesize it. The reactants are: [NH2:1][C:2]1[CH:10]=[CH:9][C:5]2[N:6]=[CH:7][NH:8][C:4]=2[CH:3]=1.[Cl:11][C:12]1[CH:19]=[CH:18][CH:17]=[CH:16][C:13]=1[CH:14]=O.[Si](C#N)(C)(C)C.[N:26]1([C:31](N2C=CN=C2)=[O:32])C=CN=[CH:27]1. (6) Given the product [Cl:22][C:23]1[CH:28]=[CH:27][C:26]([C:29]2[CH:30]=[CH:31][C:32]([Cl:35])=[CH:33][CH:34]=2)=[CH:25][C:24]=1[CH2:36][C:37]([NH:2][C:3]1([C:11]([O:13][CH3:14])=[O:12])[CH2:8][CH2:7][C:6]([F:10])([F:9])[CH2:5][CH2:4]1)=[O:38], predict the reactants needed to synthesize it. The reactants are: Cl.[NH2:2][C:3]1([C:11]([O:13][CH3:14])=[O:12])[CH2:8][CH2:7][C:6]([F:10])([F:9])[CH2:5][CH2:4]1.C(N(CC)CC)C.[Cl:22][C:23]1[CH:28]=[CH:27][C:26]([C:29]2[CH:34]=[CH:33][C:32]([Cl:35])=[CH:31][CH:30]=2)=[CH:25][C:24]=1[CH2:36][C:37](O)=[O:38].P(Cl)(Cl)(Cl)=O.